Dataset: Full USPTO retrosynthesis dataset with 1.9M reactions from patents (1976-2016). Task: Predict the reactants needed to synthesize the given product. (1) Given the product [ClH:30].[OH:1][C@H:2]([CH2:28][CH3:29])[C:3]([N:5]1[CH2:10][CH2:9][N:8]([C:11]2[C:20]3[C:15](=[CH:16][CH:17]=[CH:18][CH:19]=3)[N:14]=[C:13]([C:21]3[CH:26]=[CH:25][CH:24]=[CH:23][C:22]=3[OH:27])[N:12]=2)[CH2:7][CH2:6]1)=[O:4], predict the reactants needed to synthesize it. The reactants are: [OH:1][C@H:2]([CH2:28][CH3:29])[C:3]([N:5]1[CH2:10][CH2:9][N:8]([C:11]2[C:20]3[C:15](=[CH:16][CH:17]=[CH:18][CH:19]=3)[N:14]=[C:13]([C:21]3[CH:26]=[CH:25][CH:24]=[CH:23][C:22]=3[OH:27])[N:12]=2)[CH2:7][CH2:6]1)=[O:4].[ClH:30].CCOCC. (2) Given the product [C:1]([C:4]1[O:8][C:7]2[C:9]([O:18][C:1](=[O:3])[CH2:4][CH2:5][CH2:6][CH2:7][CH2:9][CH2:10][CH2:11][CH2:12][CH2:13][CH2:24][CH3:25])=[C:10]3[C:15](=[C:16]([O:17][C:34](=[O:46])[CH2:35][CH2:36][CH2:37][CH2:38][CH2:39][CH2:40][CH2:41][CH2:42][CH2:43][CH2:44][CH3:45])[C:6]=2[CH:5]=1)[CH:14]=[CH:13][CH:12]=[CH:11]3)(=[O:3])[CH3:2], predict the reactants needed to synthesize it. The reactants are: [C:1]([C:4]1[O:8][C:7]2[C:9](=[O:18])[C:10]3[C:15]([C:16](=[O:17])[C:6]=2[CH:5]=1)=[CH:14][CH:13]=[CH:12][CH:11]=3)(=[O:3])[CH3:2].C(N([CH2:24][CH3:25])CC)C.S(S([O-])=O)([O-])=O.[Na+].[Na+].[C:34](Cl)(=[O:46])[CH2:35][CH2:36][CH2:37][CH2:38][CH2:39][CH2:40][CH2:41][CH2:42][CH2:43][CH2:44][CH3:45]. (3) Given the product [O:1]=[C:2]1[C:7]2[N:8]([CH2:33][CH2:34][CH2:35][CH2:36][CH3:37])[C:9]3[CH:10]=[CH:11][CH:12]=[CH:13][C:14]=3[C:6]=2[N:5]=[C:4]([S:15][CH2:16][C:17]([O:19][C:20]([CH3:22])([CH3:23])[CH3:21])=[O:18])[N:3]1[C:24]1[CH:29]=[CH:28][CH:27]=[CH:26][CH:25]=1, predict the reactants needed to synthesize it. The reactants are: [O:1]=[C:2]1[C:7]2[NH:8][C:9]3[CH:10]=[CH:11][CH:12]=[CH:13][C:14]=3[C:6]=2[N:5]=[C:4]([S:15][CH2:16][C:17]([O:19][C:20]([CH3:23])([CH3:22])[CH3:21])=[O:18])[N:3]1[C:24]1[CH:29]=[CH:28][CH:27]=[CH:26][CH:25]=1.[H-].[Na+].I[CH2:33][CH2:34][CH2:35][CH2:36][CH3:37]. (4) Given the product [C:25]([OH:32])(=[O:31])/[CH:26]=[CH:27]/[C:28]([OH:30])=[O:29].[CH:1]([N:4]1[CH2:9][CH2:8][CH:7]([NH:10][S:11]([CH2:14][CH2:15][NH:16][C:17]([C:19]2[S:20][C:21]([Cl:24])=[CH:22][CH:23]=2)=[O:18])(=[O:12])=[O:13])[CH2:6][CH2:5]1)([CH3:3])[CH3:2], predict the reactants needed to synthesize it. The reactants are: [CH:1]([N:4]1[CH2:9][CH2:8][CH:7]([NH:10][S:11]([CH2:14][CH2:15][NH:16][C:17]([C:19]2[S:20][C:21]([Cl:24])=[CH:22][CH:23]=2)=[O:18])(=[O:13])=[O:12])[CH2:6][CH2:5]1)([CH3:3])[CH3:2].[C:25]([OH:32])(=[O:31])/[CH:26]=[CH:27]/[C:28]([OH:30])=[O:29]. (5) The reactants are: [H-].[Al+3].[Li+].[H-].[H-].[H-].[CH2:7]([C@@:14]1([CH3:22])[NH:19][C:18](=O)[CH2:17][NH:16][C:15]1=O)[C:8]1[CH:13]=[CH:12][CH:11]=[CH:10][CH:9]=1. Given the product [CH2:7]([C@:14]1([CH3:22])[CH2:15][NH:16][CH2:17][CH2:18][NH:19]1)[C:8]1[CH:13]=[CH:12][CH:11]=[CH:10][CH:9]=1, predict the reactants needed to synthesize it. (6) Given the product [Br:17][CH2:18][CH2:19][O:20][C:5](=[O:6])[C:4]1[CH:8]=[CH:9][CH:10]=[C:2]([Cl:1])[CH:3]=1, predict the reactants needed to synthesize it. The reactants are: [Cl:1][C:2]1[CH:3]=[C:4]([CH:8]=[CH:9][CH:10]=1)[C:5](Cl)=[O:6].N1C=CC=CC=1.[Br:17][CH2:18][CH2:19][OH:20].